From a dataset of Experimentally validated miRNA-target interactions with 360,000+ pairs, plus equal number of negative samples. Binary Classification. Given a miRNA mature sequence and a target amino acid sequence, predict their likelihood of interaction. The miRNA is hsa-miR-371a-5p with sequence ACUCAAACUGUGGGGGCACU. The protein sequence of the target gene is MAAHRPGPLKQQNKAHKGGRHRGRGSAQRDGKGRLALKTLSKKVRKELSRVDQRHRASQLRKQKKEAVLAEKRQLGGKDGPPHQVLVVPLHSRISLPEAMQLLQDRDTGTVHLNELGNTQNFMLLCPRLKHRWFFTSARPGDLHVVLDMAKVADTILFLLDPLEGWDSTGDYCLSCLFAQGLPTYTLAVQGISGLPLKKQIDTRKKLSKAVEKRFPHDKLLLLDTQQEAGMLLRQLANQKQQHLAFRDRRAYLFAHAVDFVPSEENNLVGTLKISGYVRGQTLNVNRLLHIVGYGDFQMK.... Result: 0 (no interaction).